This data is from Forward reaction prediction with 1.9M reactions from USPTO patents (1976-2016). The task is: Predict the product of the given reaction. (1) Given the reactants CC1C=CC(S(O[CH2:12][CH:13]2[CH2:17][C:16]3[CH:18]=[CH:19][CH:20]=[C:21](Br)[C:15]=3[O:14]2)(=O)=O)=CC=1.[CH:23]([C:26]1[CH:31]=[CH:30][CH:29]=[CH:28][C:27]=1B1OC(C)(C)C(C)(C)O1)([CH3:25])[CH3:24].C(=O)([O-])[O-].[K+].[K+].CC1C=CC(S(OCC2CC3C=CC=C(C4C=CC=CC=4C(C)C)C=3O2)(=O)=O)=CC=1.S(C1C=CC(C)=CC=1)([O-])(=O)=O.[N-:88]=[N+]=[N-].[Na+].N(CC1CC2C=CC=C(C3C=CC=CC=3C(C)C)C=2O1)=[N+]=[N-].[N-]=[N+]=[N-], predict the reaction product. The product is: [CH:23]([C:26]1[CH:31]=[CH:30][CH:29]=[CH:28][C:27]=1[C:21]1[C:15]2[O:14][CH:13]([CH2:12][NH2:88])[CH2:17][C:16]=2[CH:18]=[CH:19][CH:20]=1)([CH3:25])[CH3:24]. (2) Given the reactants [Br:1][C:2]1[CH:10]=[CH:9][C:5]([C:6](Cl)=[O:7])=[CH:4][CH:3]=1.Br[CH2:12][C:13]1[CH:18]=[CH:17][C:16]([S:19][CH3:20])=[C:15]([F:21])[CH:14]=1, predict the reaction product. The product is: [Br:1][C:2]1[CH:10]=[CH:9][C:5]([C:6](=[O:7])[CH2:12][C:13]2[CH:18]=[CH:17][C:16]([S:19][CH3:20])=[C:15]([F:21])[CH:14]=2)=[CH:4][CH:3]=1. (3) Given the reactants [F:1][C:2]1[CH:7]=[C:6]([O:8][CH2:9][CH2:10][C@@H:11]2[CH2:13][C@@H:12]2[CH:14]2[CH2:19][CH2:18][N:17]([C:20]3[N:25]=[CH:24][C:23]([CH2:26][O:27][CH3:28])=[CH:22][N:21]=3)[CH2:16][CH2:15]2)[CH:5]=[CH:4][C:3]=1[CH2:29][C:30]([OH:32])=O.[NH:33]1[CH2:36][CH2:35][CH2:34]1.C(N(CC)C(C)C)(C)C.CN(C(ON1N=NC2C=CC=NC1=2)=[N+](C)C)C.F[P-](F)(F)(F)(F)F, predict the reaction product. The product is: [N:33]1([C:30](=[O:32])[CH2:29][C:3]2[CH:4]=[CH:5][C:6]([O:8][CH2:9][CH2:10][C@@H:11]3[CH2:13][C@@H:12]3[CH:14]3[CH2:19][CH2:18][N:17]([C:20]4[N:21]=[CH:22][C:23]([CH2:26][O:27][CH3:28])=[CH:24][N:25]=4)[CH2:16][CH2:15]3)=[CH:7][C:2]=2[F:1])[CH2:36][CH2:35][CH2:34]1. (4) The product is: [CH3:1][O:2][C:3](=[O:10])[CH2:4][CH2:5][C:6]([CH3:9])([CH3:8])[CH3:7]. Given the reactants [CH3:1][O:2][C:3](=[O:10])[CH:4]=[CH:5][C:6]([CH3:9])([CH3:8])[CH3:7], predict the reaction product. (5) Given the reactants [CH3:1][N:2]1[C:10]2[C:5](=[CH:6][C:7]([O:11][CH2:12][CH2:13]OS(C3C=CC(C)=CC=3)(=O)=O)=[CH:8][CH:9]=2)[C:4]([S:25]([C:28]2[C:37]3[C:32](=[CH:33][CH:34]=[CH:35][CH:36]=3)[CH:31]=[CH:30][CH:29]=2)(=[O:27])=[O:26])=[N:3]1.[CH2:38]([NH2:40])[CH3:39], predict the reaction product. The product is: [CH2:38]([NH:40][CH2:13][CH2:12][O:11][C:7]1[CH:6]=[C:5]2[C:10](=[CH:9][CH:8]=1)[N:2]([CH3:1])[N:3]=[C:4]2[S:25]([C:28]1[C:37]2[C:32](=[CH:33][CH:34]=[CH:35][CH:36]=2)[CH:31]=[CH:30][CH:29]=1)(=[O:26])=[O:27])[CH3:39]. (6) Given the reactants [F:1][C:2]([F:45])([F:44])[C:3]1[CH:4]=[C:5]([CH:37]=[C:38]([C:40]([F:43])([F:42])[F:41])[CH:39]=1)[CH2:6][N:7]([CH2:23][C:24]1[CH:29]=[C:28]([C:30]([F:33])([F:32])[F:31])[CH:27]=[CH:26][C:25]=1[NH:34][CH2:35][CH3:36])[C:8]1[N:13]=[CH:12][C:11]([O:14][CH2:15][CH2:16][CH2:17][C:18]([O:20][CH2:21][CH3:22])=[O:19])=[CH:10][N:9]=1.[CH2:46]([N:48]([CH2:51]C)CC)[CH3:47].ClC(Cl)([O:56]C(=O)OC(Cl)(Cl)Cl)Cl, predict the reaction product. The product is: [F:43][C:40]([F:41])([F:42])[C:38]1[CH:37]=[C:5]([CH:4]=[C:3]([C:2]([F:1])([F:44])[F:45])[CH:39]=1)[CH2:6][N:7]([CH2:23][C:24]1[CH:29]=[C:28]([C:30]([F:33])([F:32])[F:31])[CH:27]=[CH:26][C:25]=1[N:34]([CH2:35][CH3:36])[C:51]([NH:48][CH2:46][CH3:47])=[O:56])[C:8]1[N:9]=[CH:10][C:11]([O:14][CH2:15][CH2:16][CH2:17][C:18]([O:20][CH2:21][CH3:22])=[O:19])=[CH:12][N:13]=1. (7) The product is: [CH:63]1([C@H:45]2[C@H:44]([CH3:66])[C@@H:43]([NH:42][C:2]3[CH:7]=[CH:6][CH:5]=[CH:4][CH:3]=3)[C:52]3[C:47](=[CH:48][CH:49]=[C:50]([C:53]4[CH:54]=[N:55][N:56]([CH2:58][CH3:59])[CH:57]=4)[CH:51]=3)[N:46]2[C:60](=[O:62])[CH3:61])[CH2:64][CH2:65]1. Given the reactants Br[C:2]1[CH:7]=[CH:6][CH:5]=[CH:4][CH:3]=1.CN(C1C(C2C(P(C3CCCCC3)C3CCCCC3)=CC=CC=2)=CC=CC=1)C.CC(C)([O-])C.[Na+].[NH2:42][C@H:43]1[C:52]2[C:47](=[CH:48][CH:49]=[C:50]([C:53]3[CH:54]=[N:55][N:56]([CH2:58][CH3:59])[CH:57]=3)[CH:51]=2)[N:46]([C:60](=[O:62])[CH3:61])[C@@H:45]([CH:63]2[CH2:65][CH2:64]2)[C@@H:44]1[CH3:66], predict the reaction product. (8) Given the reactants C(O[N:5]=[C:6]([C:8]1[CH:13]=[C:12]([CH3:14])[C:11]([Br:15])=[CH:10][C:9]=1[OH:16])[CH3:7])(=O)C.CC(=O)OCC, predict the reaction product. The product is: [Br:15][C:11]1[C:12]([CH3:14])=[CH:13][C:8]2[C:6]([CH3:7])=[N:5][O:16][C:9]=2[CH:10]=1. (9) Given the reactants [CH:1]1([O:6][C:7]2[CH:12]=[CH:11][CH:10]=[CH:9][C:8]=2[NH:13][C:14](=[O:16])[CH3:15])[CH2:5][CH2:4][CH:3]=[CH:2]1.ClCCl.C([O:24]C)(C)(C)C, predict the reaction product. The product is: [CH:2]12[O:24][CH:3]1[CH2:4][CH2:5][CH:1]2[O:6][C:7]1[CH:12]=[CH:11][CH:10]=[CH:9][C:8]=1[NH:13][C:14](=[O:16])[CH3:15].